This data is from Catalyst prediction with 721,799 reactions and 888 catalyst types from USPTO. The task is: Predict which catalyst facilitates the given reaction. Reactant: [C:1]([C:5]1[CH:10]=[C:9]([O:11][C:12](=[O:17])[C:13]([CH3:16])([CH3:15])[CH3:14])[C:8]([C:18]([CH3:21])([CH3:20])[CH3:19])=[CH:7][C:6]=1[OH:22])([CH3:4])([CH3:3])[CH3:2].[H-].[Na+].[CH2:25](Cl)[C:26](=[CH2:28])[CH3:27]. Product: [C:1]([C:5]1[CH:10]=[C:9]([O:11][C:12](=[O:17])[C:13]([CH3:16])([CH3:15])[CH3:14])[C:8]([C:18]([CH3:21])([CH3:20])[CH3:19])=[CH:7][C:6]=1[O:22][CH2:27][C:26]([CH3:28])=[CH2:25])([CH3:4])([CH3:3])[CH3:2]. The catalyst class is: 9.